This data is from Catalyst prediction with 721,799 reactions and 888 catalyst types from USPTO. The task is: Predict which catalyst facilitates the given reaction. Reactant: F[C:2]1[CH:9]=[CH:8][C:5]([CH:6]=[O:7])=[CH:4][CH:3]=1.[CH2:10]([O:13][C:14]1[CH:19]=[CH:18][C:17]([OH:20])=[CH:16][CH:15]=1)[CH:11]=[CH2:12].C([O-])([O-])=O.[K+].[K+]. Product: [CH2:10]([O:13][C:14]1[CH:19]=[CH:18][C:17]([O:20][C:2]2[CH:9]=[CH:8][C:5]([CH:6]=[O:7])=[CH:4][CH:3]=2)=[CH:16][CH:15]=1)[CH:11]=[CH2:12]. The catalyst class is: 369.